This data is from Forward reaction prediction with 1.9M reactions from USPTO patents (1976-2016). The task is: Predict the product of the given reaction. (1) Given the reactants [Cl:1][C:2]1[CH:27]=[C:26]([Cl:28])[CH:25]=[CH:24][C:3]=1[O:4][C:5]1[CH:10]=[CH:9][CH:8]=[CH:7][C:6]=1[NH:11][S:12]([C:15]1[CH:23]=[CH:22][C:18]([C:19](O)=[O:20])=[CH:17][CH:16]=1)(=[O:14])=[O:13].C(N(CC)CC)C.CN(C(ON1N=NC2C=CC=CC1=2)=[N+](C)C)C.F[P-](F)(F)(F)(F)F.[C:60]([O:64][C:65]([N:67]1[CH2:72][CH2:71][CH:70]([CH2:73][NH:74][C:75](=[O:78])[CH2:76][NH2:77])[CH2:69][CH2:68]1)=[O:66])([CH3:63])([CH3:62])[CH3:61], predict the reaction product. The product is: [C:60]([O:64][C:65]([N:67]1[CH2:72][CH2:71][CH:70]([CH2:73][NH:74][C:75](=[O:78])[CH2:76][NH:77][C:19](=[O:20])[C:18]2[CH:17]=[CH:16][C:15]([S:12](=[O:13])(=[O:14])[NH:11][C:6]3[CH:7]=[CH:8][CH:9]=[CH:10][C:5]=3[O:4][C:3]3[CH:24]=[CH:25][C:26]([Cl:28])=[CH:27][C:2]=3[Cl:1])=[CH:23][CH:22]=2)[CH2:69][CH2:68]1)=[O:66])([CH3:63])([CH3:61])[CH3:62]. (2) Given the reactants [F:1][C:2]1[CH:31]=[C:30]([N+:32]([O-])=O)[CH:29]=[CH:28][C:3]=1[O:4][C:5]1[C:14]2[C:9](=[CH:10][C:11]([O:17][CH2:18][CH2:19][CH2:20][N:21]3[CH2:26][CH2:25][N:24]([CH3:27])[CH2:23][CH2:22]3)=[C:12]([O:15][CH3:16])[CH:13]=2)[N:8]=[CH:7][CH:6]=1.[H][H], predict the reaction product. The product is: [F:1][C:2]1[CH:31]=[C:30]([CH:29]=[CH:28][C:3]=1[O:4][C:5]1[C:14]2[C:9](=[CH:10][C:11]([O:17][CH2:18][CH2:19][CH2:20][N:21]3[CH2:22][CH2:23][N:24]([CH3:27])[CH2:25][CH2:26]3)=[C:12]([O:15][CH3:16])[CH:13]=2)[N:8]=[CH:7][CH:6]=1)[NH2:32]. (3) Given the reactants [Cl:1][C:2]1[CH:11]=[C:10]([C:12]#[C:13][CH:14]2[CH2:16][CH2:15]2)[CH:9]=[CH:8][C:3]=1[C:4]([O:6]C)=[O:5].[OH-].[Na+].C1COCC1, predict the reaction product. The product is: [Cl:1][C:2]1[CH:11]=[C:10]([C:12]#[C:13][CH:14]2[CH2:16][CH2:15]2)[CH:9]=[CH:8][C:3]=1[C:4]([OH:6])=[O:5]. (4) Given the reactants [CH3:1][C:2]1[N:3]=[C:4]([NH:11][C:12](=[O:20])OC2C=CC=CC=2)[C:5]([O:9][CH3:10])=[N:6][C:7]=1[CH3:8].[CH2:21]([C:23]1[CH:28]=[CH:27][CH:26]=[CH:25][C:24]=1[N:29]1[CH2:34][CH2:33][NH:32][CH2:31][CH2:30]1)[CH3:22], predict the reaction product. The product is: [CH3:1][C:2]1[N:3]=[C:4]([NH:11][C:12]([N:32]2[CH2:33][CH2:34][N:29]([C:24]3[CH:25]=[CH:26][CH:27]=[CH:28][C:23]=3[CH2:21][CH3:22])[CH2:30][CH2:31]2)=[O:20])[C:5]([O:9][CH3:10])=[N:6][C:7]=1[CH3:8]. (5) Given the reactants [NH2:1][C:2]1[CH:3]=[N:4][CH:5]=[CH:6][C:7]=1[CH:8]=O.[NH:10]1[CH2:15][CH2:14][O:13][CH:12]([CH2:16][N:17]2[CH2:22][CH2:21][N:20]([C:23]([O:25][C:26]([CH3:29])([CH3:28])[CH3:27])=[O:24])[CH2:19][CH2:18]2)[CH2:11]1.[BH-](OC(C)=O)(OC(C)=O)OC(C)=O.[Na+], predict the reaction product. The product is: [NH2:1][C:2]1[CH:3]=[N:4][CH:5]=[CH:6][C:7]=1[CH2:8][N:10]1[CH2:15][CH2:14][O:13][CH:12]([CH2:16][N:17]2[CH2:22][CH2:21][N:20]([C:23]([O:25][C:26]([CH3:29])([CH3:28])[CH3:27])=[O:24])[CH2:19][CH2:18]2)[CH2:11]1. (6) Given the reactants C1(C)C=CC(S(O[CH2:11][CH:12]2[CH2:17][CH2:16][C:15]([F:19])([F:18])[CH2:14][CH2:13]2)(=O)=O)=CC=1.O.[Br-:22].[Li+].O, predict the reaction product. The product is: [Br:22][CH2:11][CH:12]1[CH2:17][CH2:16][C:15]([F:19])([F:18])[CH2:14][CH2:13]1. (7) Given the reactants [F:1][C:2]([F:21])([F:20])[C:3]1[CH:4]=[C:5]([S:9]([C@H:12]2[CH2:15][C@H:14]([C:16]([O:18]C)=[O:17])[CH2:13]2)(=[O:11])=[O:10])[CH:6]=[CH:7][CH:8]=1.O[Li].O, predict the reaction product. The product is: [F:21][C:2]([F:1])([F:20])[C:3]1[CH:4]=[C:5]([S:9]([C@H:12]2[CH2:13][C@H:14]([C:16]([OH:18])=[O:17])[CH2:15]2)(=[O:10])=[O:11])[CH:6]=[CH:7][CH:8]=1. (8) Given the reactants O=[C:2]1[NH:10][C:5]2[N:6]=[CH:7][N:8]=[CH:9][C:4]=2[C@:3]21[CH2:18][C:17]1[C:12](=[CH:13][CH:14]=[C:15]([C:19]([O:21]C)=[O:20])[CH:16]=1)[CH2:11]2.[ClH:23].[CH2:24]([N:26]([CH2:29][CH3:30])[CH2:27][CH3:28])[CH3:25].[Li+:31].[OH-:32].Cl, predict the reaction product. The product is: [O:32]=[C:14]1[CH:13]=[C:12]2[C:17]([CH2:18][C@@:3]3([CH2:11]2)[C:4]2[CH:9]=[N:8][CH:7]=[N:6][C:5]=2[NH:10][CH2:2]3)=[CH:16][CH:15]1[C:19]([OH:21])=[O:20].[Cl-:23].[Li+:31].[ClH:23].[CH2:24]([N:26]([CH2:29][CH3:30])[CH2:27][CH3:28])[CH3:25]. (9) Given the reactants [F:1][CH:2]([F:17])[CH2:3][NH:4][CH:5]1[CH2:11][CH2:10][C:9]2[CH:12]=[C:13]([NH2:16])[CH:14]=[CH:15][C:8]=2[CH2:7][CH2:6]1.Cl[C:19]1[N:24]=[C:23]([NH:25][C:26]2[CH:35]=[CH:34][CH:33]=[CH:32][C:27]=2[C:28]([NH:30][CH3:31])=[O:29])[C:22]([Cl:36])=[CH:21][N:20]=1, predict the reaction product. The product is: [Cl:36][C:22]1[C:23]([NH:25][C:26]2[CH:35]=[CH:34][CH:33]=[CH:32][C:27]=2[C:28]([NH:30][CH3:31])=[O:29])=[N:24][C:19]([NH:16][C:13]2[CH:14]=[CH:15][C:8]3[CH2:7][CH2:6][CH:5]([NH:4][CH2:3][CH:2]([F:17])[F:1])[CH2:11][CH2:10][C:9]=3[CH:12]=2)=[N:20][CH:21]=1.